Dataset: Forward reaction prediction with 1.9M reactions from USPTO patents (1976-2016). Task: Predict the product of the given reaction. Given the reactants Br[C:2]1[CH:3]=[C:4]([C:12]2[CH:17]=[CH:16][N:15]=[C:14]([Cl:18])[CH:13]=2)[N:5]2[C:10]=1[C:9]([NH2:11])=[N:8][CH:7]=[N:6]2.[CH2:19]([N:26]1[CH:34]=[C:33]2[C:28]([CH:29]=[C:30](B3OC(C)(C)C(C)(C)O3)[CH:31]=[CH:32]2)=[N:27]1)[C:20]1[CH:25]=[CH:24][CH:23]=[CH:22][CH:21]=1, predict the reaction product. The product is: [CH2:19]([N:26]1[CH:34]=[C:33]2[C:28]([CH:29]=[C:30]([C:2]3[CH:3]=[C:4]([C:12]4[CH:17]=[CH:16][N:15]=[C:14]([Cl:18])[CH:13]=4)[N:5]4[C:10]=3[C:9]([NH2:11])=[N:8][CH:7]=[N:6]4)[CH:31]=[CH:32]2)=[N:27]1)[C:20]1[CH:25]=[CH:24][CH:23]=[CH:22][CH:21]=1.